From a dataset of Reaction yield outcomes from USPTO patents with 853,638 reactions. Predict the reaction yield, written as a fraction of the theoretical maximum amount of product (1.0 means a 100% yield; for example, 0.34 means a 34% yield). (1) The yield is 0.910. The reactants are [CH3:1][C:2]([O-:5])([CH3:4])[CH3:3].[K+].[CH:7]1([C:10](Cl)=[O:11])[CH2:9][CH2:8]1.C([O-])(O)=O.[Na+]. The catalyst is CC(OC)(C)C. The product is [C:2]([O:5][C:10]([CH:7]1[CH2:9][CH2:8]1)=[O:11])([CH3:4])([CH3:3])[CH3:1]. (2) The yield is 0.820. The reactants are [CH3:1][C:2]1[CH:15]=[C:5]2[C:6]([C@@H:10]3[CH2:12][C@H:11]3[CH2:13][OH:14])=[CH:7][CH:8]=[CH:9][N:4]2[N:3]=1.C[N+]1([O-])CCOCC1.CC(O)C. The catalyst is C(#N)C.C(OCC)(=O)C. The product is [CH3:1][C:2]1[CH:15]=[C:5]2[C:6]([C@@H:10]3[CH2:12][C@H:11]3[CH:13]=[O:14])=[CH:7][CH:8]=[CH:9][N:4]2[N:3]=1. (3) The reactants are CC([O-])(C)C.[K+].CC1C=CC(S([CH2:17][N+:18]#[C-])(=O)=O)=CC=1.[CH2:20]([O:27][C:28]1[CH:29]=[C:30]([CH:33]=[CH:34][C:35]=1[O:36][CH3:37])[CH:31]=O)[C:21]1[CH:26]=[CH:25][CH:24]=[CH:23][CH:22]=1.CO. The catalyst is C1COCC1.O. The product is [CH2:20]([O:27][C:28]1[CH:29]=[C:30]([CH2:31][C:17]#[N:18])[CH:33]=[CH:34][C:35]=1[O:36][CH3:37])[C:21]1[CH:26]=[CH:25][CH:24]=[CH:23][CH:22]=1. The yield is 0.480. (4) The yield is 0.850. The reactants are [CH2:1](Br)[C:2]1[CH:7]=[CH:6][CH:5]=[CH:4][CH:3]=1.[Br:9][C:10]1[CH:15]=[CH:14][C:13]([CH2:16][C@H:17]([OH:22])[C:18]([O:20][CH3:21])=[O:19])=[CH:12][CH:11]=1. The catalyst is C(OCC)C.[Ag]=O. The product is [Br:9][C:10]1[CH:11]=[CH:12][C:13]([CH2:16][C@H:17]([O:22][CH2:1][C:2]2[CH:7]=[CH:6][CH:5]=[CH:4][CH:3]=2)[C:18]([O:20][CH3:21])=[O:19])=[CH:14][CH:15]=1. (5) The reactants are Cl[CH2:2][C:3]1[CH:4]=[CH:5][C:6]([O:11][C:12]2[CH:17]=[CH:16][C:15]([C:18]([F:21])([F:20])[F:19])=[CH:14][N:13]=2)=[C:7]([CH:10]=1)[C:8]#[N:9].[CH3:22][N:23]1[CH:27]=[C:26]([CH2:28][C:29]2[C:30](=[O:36])[NH:31][C:32](=[S:35])[NH:33][CH:34]=2)[CH:25]=[N:24]1.CCN(C(C)C)C(C)C. The catalyst is C(Cl)(Cl)Cl. The product is [CH3:22][N:23]1[CH:27]=[C:26]([CH2:28][C:29]2[C:30](=[O:36])[N:31]=[C:32]([S:35][CH2:2][C:3]3[CH:4]=[CH:5][C:6]([O:11][C:12]4[CH:17]=[CH:16][C:15]([C:18]([F:21])([F:20])[F:19])=[CH:14][N:13]=4)=[C:7]([CH:10]=3)[C:8]#[N:9])[NH:33][CH:34]=2)[CH:25]=[N:24]1. The yield is 0.420. (6) The reactants are C[O:2][C:3](=[O:21])[CH:4]([NH:17][C:18](=[O:20])[CH3:19])[CH2:5][C:6]1[C:15]2[C:10](=[CH:11][CH:12]=[CH:13][CH:14]=2)[C:9]([NH2:16])=[CH:8][CH:7]=1.[OH-].[Na+].Cl. The catalyst is CO. The product is [C:18]([NH:17][CH:4]([CH2:5][C:6]1[C:15]2[C:10](=[CH:11][CH:12]=[CH:13][CH:14]=2)[C:9]([NH2:16])=[CH:8][CH:7]=1)[C:3]([OH:21])=[O:2])(=[O:20])[CH3:19]. The yield is 0.740. (7) The reactants are [O:1]=[C:2]1[C:6]2([CH2:11][CH2:10][NH:9][CH2:8][CH2:7]2)[N:5]([C:12]2[CH:17]=[CH:16][CH:15]=[CH:14][CH:13]=2)[CH2:4][N:3]1[CH2:18][C:19]1[CH:20]=[C:21]([CH:29]=[CH:30][CH:31]=1)[C:22]([O:24][C:25]([CH3:28])([CH3:27])[CH3:26])=[O:23].C(=O)([O-])[O-].[K+].[K+].[I-].[Na+].Cl[CH2:41][CH2:42][CH2:43][N:44]1[C:48]2[CH:49]=[CH:50][CH:51]=[CH:52][C:47]=2[N:46]([CH:53]2[CH2:55][CH2:54]2)[C:45]1=[O:56]. The catalyst is CC(=O)CC. The product is [CH:53]1([N:46]2[C:47]3[CH:52]=[CH:51][CH:50]=[CH:49][C:48]=3[N:44]([CH2:43][CH2:42][CH2:41][N:9]3[CH2:10][CH2:11][C:6]4([N:5]([C:12]5[CH:13]=[CH:14][CH:15]=[CH:16][CH:17]=5)[CH2:4][N:3]([CH2:18][C:19]5[CH:20]=[C:21]([CH:29]=[CH:30][CH:31]=5)[C:22]([O:24][C:25]([CH3:28])([CH3:26])[CH3:27])=[O:23])[C:2]4=[O:1])[CH2:7][CH2:8]3)[C:45]2=[O:56])[CH2:55][CH2:54]1. The yield is 0.900. (8) The reactants are Br[C:2]1[CH:11]=[C:10]2[C:5]([CH:6]=[C:7]([C:12]([O:14][CH3:15])=[O:13])[CH:8]=[N:9]2)=[CH:4][CH:3]=1.CC1(C)C(C)(C)OB([C:24]2[CH:29]=[CH:28][C:27]([OH:30])=[CH:26][CH:25]=2)O1.C1(P(C2C=CC=CC=2)C2C=CC=CC=2)C=CC=CC=1.[O-]P([O-])([O-])=O.[K+].[K+].[K+].Cl[CH2:60][C:61]1[C:62]([C:69]2[C:74]([Cl:75])=[CH:73][CH:72]=[CH:71][C:70]=2[Cl:76])=[N:63][O:64][C:65]=1[CH:66]([CH3:68])[CH3:67].C([O-])([O-])=O.[K+].[K+]. The catalyst is O1CCOCC1.C([O-])(=O)C.[Pd+2].C([O-])(=O)C.CCOC(C)=O.CN(C=O)C.O. The product is [Cl:75][C:74]1[CH:73]=[CH:72][CH:71]=[C:70]([Cl:76])[C:69]=1[C:62]1[C:61]([CH2:60][O:30][C:27]2[CH:26]=[CH:25][C:24]([C:2]3[CH:11]=[C:10]4[C:5]([CH:6]=[C:7]([C:12]([O:14][CH3:15])=[O:13])[CH:8]=[N:9]4)=[CH:4][CH:3]=3)=[CH:29][CH:28]=2)=[C:65]([CH:66]([CH3:68])[CH3:67])[O:64][N:63]=1. The yield is 0.300. (9) The reactants are [OH:1][C@@H:2]1[CH2:7][O:6][C:4](=[O:5])[CH2:3]1.[C:8](Cl)([C:10]1[CH:15]=[CH:14][CH:13]=[CH:12][CH:11]=1)=[O:9]. The catalyst is N1C=CC=CC=1. The product is [C:8]([O:1][C@@H:2]1[CH2:7][O:6][C:4](=[O:5])[CH2:3]1)(=[O:9])[C:10]1[CH:15]=[CH:14][CH:13]=[CH:12][CH:11]=1. The yield is 0.890. (10) The yield is 0.760. The catalyst is C(Cl)Cl. The product is [Br:1][C:2]1[CH:8]=[C:7]([CH3:9])[C:5]([NH:6][C:22](=[O:23])[C:21]([F:32])([F:31])[F:20])=[C:4]([CH3:10])[CH:3]=1. The reactants are [Br:1][C:2]1[CH:8]=[C:7]([CH3:9])[C:5]([NH2:6])=[C:4]([CH3:10])[CH:3]=1.CCN(C(C)C)C(C)C.[F:20][C:21]([F:32])([F:31])[C:22](O[C:22](=[O:23])[C:21]([F:32])([F:31])[F:20])=[O:23].